This data is from Forward reaction prediction with 1.9M reactions from USPTO patents (1976-2016). The task is: Predict the product of the given reaction. (1) Given the reactants C(C1C=CC=CC=1[N:9]1[C:13]([C:14]2[O:15][CH:16]=[CH:17][CH:18]=2)=[CH:12][C:11]([C:19]([F:22])([F:21])[F:20])=[N:10]1)#N.FC(F)(F)C(=O)CC(C1OC=CC=1)=[O:28].O.NN, predict the reaction product. The product is: [O:15]1[CH:16]=[CH:17][CH:18]=[C:14]1[CH:13]1[NH:9][NH:10][C:11]([C:19]([F:22])([F:21])[F:20])([OH:28])[CH2:12]1. (2) Given the reactants [CH3:1][O:2][C:3]1[CH:4]=[C:5]2[C:10](=[CH:11][C:12]=1[O:13][CH3:14])[N:9]=[CH:8][N:7]=[C:6]2[NH:15][C:16]([NH:18][C:19]1[CH:24]=[CH:23][CH:22]=[CH:21][C:20]=1[N+:25]([O-])=O)=[O:17], predict the reaction product. The product is: [NH2:25][C:20]1[CH:21]=[CH:22][CH:23]=[CH:24][C:19]=1[NH:18][C:16]([NH:15][C:6]1[C:5]2[C:10](=[CH:11][C:12]([O:13][CH3:14])=[C:3]([O:2][CH3:1])[CH:4]=2)[N:9]=[CH:8][N:7]=1)=[O:17]. (3) Given the reactants Br[C:2]1[CH:23]=[CH:22][C:5]2[N:6]=[C:7]([NH:10][CH:11]3[C:19]4[C:14](=[CH:15][CH:16]=[CH:17][C:18]=4[O:20][CH3:21])[CH2:13][CH2:12]3)[O:8][CH2:9][C:4]=2[CH:3]=1.[C:24]([N:28]1[N:32]=[N:31][C:30]([NH2:33])=[N:29]1)([CH3:27])([CH3:26])[CH3:25], predict the reaction product. The product is: [C:24]([N:28]1[N:32]=[N:31][C:30]([NH:33][C:2]2[CH:23]=[CH:22][C:5]3[N:6]=[C:7]([NH:10][CH:11]4[C:19]5[C:14](=[CH:15][CH:16]=[CH:17][C:18]=5[O:20][CH3:21])[CH2:13][CH2:12]4)[O:8][CH2:9][C:4]=3[CH:3]=2)=[N:29]1)([CH3:27])([CH3:26])[CH3:25].